This data is from Catalyst prediction with 721,799 reactions and 888 catalyst types from USPTO. The task is: Predict which catalyst facilitates the given reaction. (1) The catalyst class is: 27. Reactant: [C:1]12([C:11]3[CH:27]=[CH:26][C:14]([O:15][CH2:16][C:17]([N:19]4[CH2:24][CH2:23][N:22]([CH3:25])[CH2:21][CH2:20]4)=[O:18])=[CH:13][CH:12]=3)[CH2:10][CH:5]3[CH2:6][CH:7]([CH2:9][CH:3]([CH2:4]3)[CH2:2]1)[CH2:8]2.[CH3:28][I:29]. Product: [I-:29].[C:1]12([C:11]3[CH:27]=[CH:26][C:14]([O:15][CH2:16][C:17]([N:19]4[CH2:24][CH2:23][N+:22]([CH3:28])([CH3:25])[CH2:21][CH2:20]4)=[O:18])=[CH:13][CH:12]=3)[CH2:10][CH:5]3[CH2:6][CH:7]([CH2:9][CH:3]([CH2:4]3)[CH2:2]1)[CH2:8]2. (2) Reactant: [CH:1]1([CH:7]([NH:21][C:22]2[CH:30]=[CH:29][C:25]([C:26]([OH:28])=O)=[CH:24][CH:23]=2)[C:8]2[CH:12]=[C:11]([C:13]3[CH:14]=[N:15][C:16](C)=[CH:17][CH:18]=3)O[C:9]=2[CH3:20])[CH2:6][CH2:5][CH2:4][CH2:3][CH2:2]1.[CH3:31][NH:32][CH2:33][CH2:34][C:35]([O:37]CC)=[O:36].Cl.C(N=C=NCCCN(C)C)C.[OH2:52].[OH:53][C:54]1C2N=NNC=2C=CC=1. Product: [CH:1]1([CH:7]([NH:21][C:22]2[CH:23]=[CH:24][C:25]([C:26]([N:32]([CH3:31])[CH2:33][CH2:34][C:35]([OH:37])=[O:36])=[O:28])=[CH:29][CH:30]=2)[C:8]2[CH:12]=[C:11]([C:13]3[CH:14]=[N:15][C:16]([O:53][CH3:54])=[CH:17][CH:18]=3)[O:52][C:9]=2[CH3:20])[CH2:6][CH2:5][CH2:4][CH2:3][CH2:2]1. The catalyst class is: 842. (3) Reactant: [C:1]([NH:9][C:10]1[CH:15]=[CH:14][C:13]([CH2:16][C:17]2[C:25]3[C:20](=[CH:21][CH:22]=[C:23]([C:26](O)=[O:27])[CH:24]=3)[N:19]([CH3:29])[CH:18]=2)=[CH:12][CH:11]=1)(=[O:8])[C:2]1[CH:7]=[CH:6][CH:5]=[CH:4][CH:3]=1.CCN(C(C)C)C(C)C.CN(C([O:46][N:47]1N=NC2C=CC=NC1=2)=[N+](C)C)C.F[P-](F)(F)(F)(F)F.Cl.NO. Product: [OH:46][NH:47][C:26]([C:23]1[CH:24]=[C:25]2[C:20](=[CH:21][CH:22]=1)[N:19]([CH3:29])[CH:18]=[C:17]2[CH2:16][C:13]1[CH:14]=[CH:15][C:10]([NH:9][C:1](=[O:8])[C:2]2[CH:3]=[CH:4][CH:5]=[CH:6][CH:7]=2)=[CH:11][CH:12]=1)=[O:27]. The catalyst class is: 3. (4) Reactant: [CH3:1][C@@H:2]1[CH2:7][NH:6][CH2:5][CH2:4][NH:3]1.C(=O)([O-])[O-].[Cs+].[Cs+].C1(P(C2C=CC=CC=2)C2C=CC3C(=CC=CC=3)C=2C2C3C(=CC=CC=3)C=CC=2P(C2C=CC=CC=2)C2C=CC=CC=2)C=CC=CC=1.FC(F)(F)S(O[C:66]1[CH:75]=[CH:74][CH:73]=[C:72]2[C:67]=1[CH:68]=[CH:69][C:70]([CH3:76])=[N:71]2)(=O)=O. Product: [CH3:76][C:70]1[CH:69]=[CH:68][C:67]2[C:72](=[CH:73][CH:74]=[CH:75][C:66]=2[N:6]2[CH2:5][CH2:4][NH:3][C@H:2]([CH3:1])[CH2:7]2)[N:71]=1. The catalyst class is: 164.